Dataset: Reaction yield outcomes from USPTO patents with 853,638 reactions. Task: Predict the reaction yield, written as a fraction of the theoretical maximum amount of product (1.0 means a 100% yield; for example, 0.34 means a 34% yield). (1) The reactants are [Cl:1][C:2]1[CH:3]=[C:4]([CH:8]=[C:9]([O:11][C:12]([F:15])([F:14])[F:13])[CH:10]=1)[C:5](O)=[O:6].B.C1COCC1. The catalyst is C1COCC1. The product is [Cl:1][C:2]1[CH:3]=[C:4]([CH:8]=[C:9]([O:11][C:12]([F:13])([F:14])[F:15])[CH:10]=1)[CH2:5][OH:6]. The yield is 1.00. (2) The reactants are C([O:8][CH2:9][C:10]([NH:12][C:13]1[CH:18]=[CH:17][C:16]([OH:19])=[CH:15][CH:14]=1)=[O:11])C1C=CC=CC=1. The catalyst is CO.[Pd]. The product is [OH:8][CH2:9][C:10]([NH:12][C:13]1[CH:18]=[CH:17][C:16]([OH:19])=[CH:15][CH:14]=1)=[O:11]. The yield is 0.342.